Dataset: Reaction yield outcomes from USPTO patents with 853,638 reactions. Task: Predict the reaction yield, written as a fraction of the theoretical maximum amount of product (1.0 means a 100% yield; for example, 0.34 means a 34% yield). (1) The reactants are C([O:8][C@@H:9]1[CH2:13][CH2:12][CH2:11][C@H:10]1[NH:14][C:15]1[N:20]=[CH:19][C:18]([N:21]([CH3:41])[C:22](=[O:40])[C:23]([C:26]2[CH:31]=[C:30]([C:32]([F:35])([F:34])[F:33])[CH:29]=[C:28]([C:36]([F:39])([F:38])[F:37])[CH:27]=2)([CH3:25])[CH3:24])=[C:17]([C:42]2[CH:47]=[CH:46][CH:45]=[CH:44][C:43]=2[Cl:48])[CH:16]=1)C1C=CC=CC=1.B(Cl)(Cl)Cl. The catalyst is ClCCl. The product is [F:39][C:36]([F:37])([F:38])[C:28]1[CH:27]=[C:26]([C:23]([CH3:25])([CH3:24])[C:22]([N:21]([C:18]2[CH:19]=[N:20][C:15]([NH:14][C@@H:10]3[CH2:11][CH2:12][CH2:13][C@H:9]3[OH:8])=[CH:16][C:17]=2[C:42]2[CH:47]=[CH:46][CH:45]=[CH:44][C:43]=2[Cl:48])[CH3:41])=[O:40])[CH:31]=[C:30]([C:32]([F:35])([F:33])[F:34])[CH:29]=1. The yield is 0.460. (2) The catalyst is C(O)C. The reactants are [NH2:1][C:2]1[CH:3]=[C:4]([NH:8][C:9](=[O:18])[O:10][CH2:11][C:12]2[CH:17]=[CH:16][CH:15]=[CH:14][CH:13]=2)[CH:5]=[CH:6][CH:7]=1. The product is [CH:11]([C:12]1[CH:13]=[N:1][C:2]2[C:7]([CH:17]=1)=[CH:6][CH:5]=[C:4]([NH:8][C:9](=[O:18])[O:10][CH2:11][C:12]1[CH:13]=[CH:14][CH:15]=[CH:16][CH:17]=1)[CH:3]=2)=[O:10]. The yield is 0.990. (3) The reactants are [CH3:1][O:2][C:3]1[CH:4]=[C:5]2[C:10](=[CH:11][CH:12]=1)[CH:9]=[C:8]([C:13]1[C:21]3[C:16](=[CH:17][CH:18]=[C:19]([C:22]#[N:23])[CH:20]=3)[NH:15][N:14]=1)[CH:7]=[CH:6]2.[OH:24]O.[OH-].[Na+].Cl. The catalyst is O.C(O)C. The product is [CH3:1][O:2][C:3]1[CH:4]=[C:5]2[C:10](=[CH:11][CH:12]=1)[CH:9]=[C:8]([C:13]1[C:21]3[C:16](=[CH:17][CH:18]=[C:19]([C:22]([NH2:23])=[O:24])[CH:20]=3)[NH:15][N:14]=1)[CH:7]=[CH:6]2. The yield is 0.200. (4) The reactants are [N+:1]([CH2:3][C:4]([O:6]C)=O)#[C-:2].[NH:8]1[CH2:12][CH2:11][CH2:10][CH2:9]1. No catalyst specified. The product is [N+:1]([CH2:3][C:4]([N:8]1[CH2:12][CH2:11][CH2:10][CH2:9]1)=[O:6])#[C-:2]. The yield is 0.980.